From a dataset of Forward reaction prediction with 1.9M reactions from USPTO patents (1976-2016). Predict the product of the given reaction. (1) Given the reactants [Cl:1][C:2]1[N:3]=[C:4]([NH2:21])[C:5]2[N:6]=[C:7](Br)[N:8]([C:18]=2[N:19]=1)[C@@H:9]1[O:17][C@H:14]([CH2:15][OH:16])[C@@H:12]([OH:13])[C@H:10]1[OH:11].[Sn](C)(C)(C)[CH3:23], predict the reaction product. The product is: [Cl:1][C:2]1[N:3]=[C:4]([NH2:21])[C:5]2[N:6]=[C:7]([CH3:23])[N:8]([C:18]=2[N:19]=1)[C@@H:9]1[O:17][C@H:14]([CH2:15][OH:16])[C@@H:12]([OH:13])[C@H:10]1[OH:11]. (2) Given the reactants C(OC([NH:8][C@H:9]([C:11]([O:13][C@H:14]([C@@H:43]([NH:51][C:52](=[O:71])[C@@H:53]([N:58]1[CH2:62][CH2:61][N:60]([CH2:63][C:64]2[CH:69]=[CH:68][CH:67]=[CH:66][CH:65]=2)[C:59]1=[O:70])[C:54]([CH3:57])([CH3:56])[CH3:55])[CH2:44][C:45]1[CH:50]=[CH:49][CH:48]=[CH:47][CH:46]=1)[CH2:15][C@@H:16]([NH:30][C:31](=[O:42])[C@H:32]([C:38]([CH3:41])([CH3:40])[CH3:39])[NH:33][C:34]([O:36][CH3:37])=[O:35])[CH2:17][C:18]1[CH:23]=[CH:22][C:21]([C:24]2[CH:29]=[CH:28][CH:27]=[CH:26][N:25]=2)=[CH:20][CH:19]=1)=[O:12])[CH3:10])=O)(C)(C)C.Cl, predict the reaction product. The product is: [NH2:8][C@@H:9]([CH3:10])[C:11]([O:13][C@H:14]([C@@H:43]([NH:51][C:52](=[O:71])[C@@H:53]([N:58]1[CH2:62][CH2:61][N:60]([CH2:63][C:64]2[CH:65]=[CH:66][CH:67]=[CH:68][CH:69]=2)[C:59]1=[O:70])[C:54]([CH3:55])([CH3:57])[CH3:56])[CH2:44][C:45]1[CH:46]=[CH:47][CH:48]=[CH:49][CH:50]=1)[CH2:15][C@@H:16]([NH:30][C:31](=[O:42])[C@@H:32]([NH:33][C:34]([O:36][CH3:37])=[O:35])[C:38]([CH3:39])([CH3:40])[CH3:41])[CH2:17][C:18]1[CH:19]=[CH:20][C:21]([C:24]2[CH:29]=[CH:28][CH:27]=[CH:26][N:25]=2)=[CH:22][CH:23]=1)=[O:12]. (3) Given the reactants C1(S([N:10]2[CH:21]=[CH:20][C:19]3[C:11]2=[N:12][CH:13]=[C:14]2[C:18]=3[N:17]([C:22]3([CH3:37])[CH2:27][CH2:26][N:25]([S:28]([C:31]4[CH:32]=[N:33][CH:34]=[CH:35][CH:36]=4)(=[O:30])=[O:29])[CH2:24][CH2:23]3)[N:16]=[N:15]2)(=O)=O)C=CC=CC=1.C1COCC1.CO, predict the reaction product. The product is: [CH3:37][C:22]1([N:17]2[C:18]3[C:14](=[CH:13][N:12]=[C:11]4[C:19]=3[CH:20]=[CH:21][NH:10]4)[N:15]=[N:16]2)[CH2:27][CH2:26][N:25]([S:28]([C:31]2[CH:32]=[N:33][CH:34]=[CH:35][CH:36]=2)(=[O:30])=[O:29])[CH2:24][CH2:23]1. (4) The product is: [I:1][C:2]1[CH:8]=[CH:7][C:5]([NH:6][S:17]([CH3:16])(=[O:19])=[O:18])=[CH:4][C:3]=1[CH3:9]. Given the reactants [I:1][C:2]1[CH:8]=[CH:7][C:5]([NH2:6])=[CH:4][C:3]=1[CH3:9].N1C=CC=CC=1.[CH3:16][S:17](Cl)(=[O:19])=[O:18], predict the reaction product.